From a dataset of Forward reaction prediction with 1.9M reactions from USPTO patents (1976-2016). Predict the product of the given reaction. (1) Given the reactants [C:1]([N:5]1[C:9](=[O:10])[C:8]([NH:11][CH2:12][CH2:13][CH2:14]Br)=[C:7]([C:16]2[CH:21]=[CH:20][CH:19]=[CH:18][CH:17]=2)[S:6]1(=[O:23])=[O:22])([CH3:4])([CH3:3])[CH3:2].[OH:24][C:25]1[CH:33]=[CH:32][C:28]([C:29]([OH:31])=[O:30])=[CH:27][CH:26]=1.Cl, predict the reaction product. The product is: [OH:24][C:25]1[CH:33]=[CH:32][C:28]([C:29]([O:31][CH2:14][CH2:13][CH2:12][NH:11][C:8]2[C:9](=[O:10])[N:5]([C:1]([CH3:4])([CH3:3])[CH3:2])[S:6](=[O:23])(=[O:22])[C:7]=2[C:16]2[CH:21]=[CH:20][CH:19]=[CH:18][CH:17]=2)=[O:30])=[CH:27][CH:26]=1. (2) Given the reactants [CH:1]([C:3]1[CH:4]=[C:5]([CH:8]=[CH:9][CH:10]=1)[C:6]#[N:7])=O.[CH3:11][N:12]1[CH2:17][CH2:16][NH:15][CH2:14][CH2:13]1.[BH-](OC(C)=O)(OC(C)=O)OC(C)=O.[Na+].CC(O)=O, predict the reaction product. The product is: [CH3:11][N:12]1[CH2:17][CH2:16][N:15]([CH2:1][C:3]2[CH:4]=[C:5]([CH:8]=[CH:9][CH:10]=2)[C:6]#[N:7])[CH2:14][CH2:13]1. (3) Given the reactants [NH2:1][CH2:2][CH2:3][NH2:4].[CH2:5]([O:10][C:11]1[CH:16]=[CH:15][C:14]([S:17](Cl)(=[O:19])=[O:18])=[CH:13][CH:12]=1)[CH2:6][CH2:7][CH2:8][CH3:9], predict the reaction product. The product is: [NH2:1][CH2:2][CH2:3][NH:4][S:17]([C:14]1[CH:13]=[CH:12][C:11]([O:10][CH2:5][CH2:6][CH2:7][CH2:8][CH3:9])=[CH:16][CH:15]=1)(=[O:19])=[O:18]. (4) Given the reactants [CH2:1]([O:3][C:4](=[O:9])[CH2:5][CH2:6][CH2:7]Br)[CH3:2].[CH:10]1([NH2:16])[CH2:15][CH2:14][CH2:13][CH2:12][CH2:11]1, predict the reaction product. The product is: [CH2:1]([O:3][C:4](=[O:9])[CH2:5][CH2:6][CH2:7][NH:16][CH:10]1[CH2:15][CH2:14][CH2:13][CH2:12][CH2:11]1)[CH3:2]. (5) Given the reactants [Cl:1][C:2]1[N:3]=[N:4][C:5]([C:9]2[CH:14]=[CH:13][CH:12]=[CH:11][CH:10]=2)=[CH:6][C:7]=1[CH3:8].[CH:15]([N-]C(C)C)(C)C.[Li+].CCCCCCC.C1COCC1.C(C1C=CC=CC=1)C.CI, predict the reaction product. The product is: [Cl:1][C:2]1[N:3]=[N:4][C:5]([C:9]2[CH:10]=[CH:11][CH:12]=[CH:13][CH:14]=2)=[CH:6][C:7]=1[CH2:8][CH3:15]. (6) Given the reactants [Cl:1][C:2]1[N:7]=[CH:6][N:5]=[C:4]([S:8][CH2:9][C:10]([O:12][CH2:13][CH3:14])=[O:11])[C:3]=1[CH:15]=O.C(N(CC)C(C)C)C, predict the reaction product. The product is: [Cl:1][C:2]1[C:3]2[CH:15]=[C:9]([C:10]([O:12][CH2:13][CH3:14])=[O:11])[S:8][C:4]=2[N:5]=[CH:6][N:7]=1. (7) Given the reactants P(Cl)(Cl)(Cl)=O.[Sn](Cl)(Cl)(Cl)Cl.[Br:11][C:12]1[CH:17]=[CH:16][C:15]([NH:18][C:19](=[O:21])[CH3:20])=[CH:14][C:13]=1[O:22][CH3:23].[CH2:24]([C:26]1[CH:34]=[CH:33][C:29]([C:30](O)=[O:31])=[CH:28][CH:27]=1)[CH3:25], predict the reaction product. The product is: [Br:11][C:12]1[C:13]([O:22][CH3:23])=[CH:14][C:15]([NH:18][C:19](=[O:21])[CH3:20])=[C:16]([C:30](=[O:31])[C:29]2[CH:33]=[CH:34][C:26]([CH2:24][CH3:25])=[CH:27][CH:28]=2)[CH:17]=1.